This data is from Forward reaction prediction with 1.9M reactions from USPTO patents (1976-2016). The task is: Predict the product of the given reaction. (1) Given the reactants [Cl:1][C:2]1[CH:3]=[C:4]([CH:20]=[CH:21][C:22]=1[Cl:23])[CH2:5][C:6]1[C:7]([CH3:19])=[N:8][C:9]2[N:10]([N:13]=[CH:14][C:15]=2[C:16]([OH:18])=O)[C:11]=1[CH3:12].[NH2:24][CH2:25][CH2:26][O:27][CH2:28][CH2:29][OH:30].CCN(C(C)C)C(C)C.CCCP1(OP(CCC)(=O)OP(CCC)(=O)O1)=O, predict the reaction product. The product is: [Cl:1][C:2]1[CH:3]=[C:4]([CH:20]=[CH:21][C:22]=1[Cl:23])[CH2:5][C:6]1[C:7]([CH3:19])=[N:8][C:9]2[N:10]([N:13]=[CH:14][C:15]=2[C:16]([NH:24][CH2:25][CH2:26][O:27][CH2:28][CH2:29][OH:30])=[O:18])[C:11]=1[CH3:12]. (2) Given the reactants [CH3:1][CH:2]([C:9]([OH:11])=[O:10])[CH2:3][C@@H:4]([C:6]([OH:8])=[O:7])[NH2:5].[CH2:12]([CH:18]([C:25]([OH:27])=[O:26])[CH2:19][C@@H:20]([C:22]([OH:24])=[O:23])[NH2:21])[CH2:13][CH2:14][CH2:15][CH2:16][CH3:17], predict the reaction product. The product is: [CH3:1][CH:2]([C:9]([OH:11])=[O:10])[CH2:3][C@@H:4]([C:6]([OH:8])=[O:7])[NH2:5].[CH2:12]([CH:18]([C:25]([OH:27])=[O:26])[CH2:19][C@@H:20]([C:22]([OH:24])=[O:23])[NH2:21])[CH2:13][CH2:14][CH2:15][CH2:16][CH3:17]. (3) Given the reactants C(C1C=CC(C(NC2C=CC(C3SC(CCC(O)=O)=NC=3)=CC=2)=O)=CC=1)(C)(C)C.[Cl:30][C:31]1[CH:60]=[CH:59][CH:58]=[CH:57][C:32]=1[C:33]([NH:35][C:36]1[CH:41]=[CH:40][C:39]([C:42]2[S:46][C:45]([CH:47]3[CH2:52][CH2:51][CH:50]([C:53]([O:55]C)=[O:54])[CH2:49][CH2:48]3)=[N:44][CH:43]=2)=[CH:38][CH:37]=1)=[O:34], predict the reaction product. The product is: [Cl:30][C:31]1[CH:60]=[CH:59][CH:58]=[CH:57][C:32]=1[C:33]([NH:35][C:36]1[CH:37]=[CH:38][C:39]([C:42]2[S:46][C:45]([CH:47]3[CH2:48][CH2:49][CH:50]([C:53]([OH:55])=[O:54])[CH2:51][CH2:52]3)=[N:44][CH:43]=2)=[CH:40][CH:41]=1)=[O:34]. (4) Given the reactants [O:1]=[C:2]1[C:11]2[C:6](=[CH:7][CH:8]=[C:9]([C:12]([O:14][CH3:15])=[O:13])[CH:10]=2)[CH:5]=[CH:4][N:3]1[CH2:16][CH:17]=O.[CH3:19][O:20][C:21]1[CH:27]=[CH:26][C:24]([NH2:25])=[CH:23][CH:22]=1.C(O)(=O)C.C([BH3-])#N.[Na+], predict the reaction product. The product is: [CH3:19][O:20][C:21]1[CH:27]=[CH:26][C:24]([NH:25][CH2:17][CH2:16][N:3]2[CH:4]=[CH:5][C:6]3[C:11](=[CH:10][C:9]([C:12]([O:14][CH3:15])=[O:13])=[CH:8][CH:7]=3)[C:2]2=[O:1])=[CH:23][CH:22]=1. (5) The product is: [C:38]([O:37][C:35]([N:8]([C:6]([O:5][C:1]([CH3:4])([CH3:3])[CH3:2])=[O:7])[C@@H:9]([C:25]([OH:27])=[O:26])[CH2:10][CH2:11][C@@H:12]([C:17]1[CH:22]=[CH:21][CH:20]=[C:19]([F:23])[C:18]=1[F:24])[CH2:13][NH2:14])=[O:36])([CH3:41])([CH3:40])[CH3:39]. Given the reactants [C:1]([O:5][C:6]([N:8]([C:35]([O:37][C:38]([CH3:41])([CH3:40])[CH3:39])=[O:36])[C@@H:9]([C:25]([O:27]CC1C=CC=CC=1)=[O:26])[CH2:10][CH2:11][C@@H:12]([C:17]1[CH:22]=[CH:21][CH:20]=[C:19]([F:23])[C:18]=1[F:24])[CH2:13][N+:14]([O-])=O)=[O:7])([CH3:4])([CH3:3])[CH3:2], predict the reaction product.